Dataset: Forward reaction prediction with 1.9M reactions from USPTO patents (1976-2016). Task: Predict the product of the given reaction. (1) Given the reactants [Na].[H][H].[S:4]([NH:14][C:15]1[CH:20]=[CH:19][C:18]([N+:21]([O-:23])=[O:22])=[CH:17][C:16]=1[NH:24][S:25]([C:28]1[CH:34]=[CH:33][C:31]([CH3:32])=[CH:30][CH:29]=1)(=[O:27])=[O:26])([C:7]1[CH:13]=[CH:12][C:10]([CH3:11])=[CH:9][CH:8]=1)(=[O:6])=[O:5].S([C:39]1[CH:45]=CC(C)=C[CH:40]=1)(O)(=O)=O.S(C1C=CC(C)=CC=1)(O)(=O)=O.BrCCCBr, predict the reaction product. The product is: [N+:21]([C:18]1[CH:19]=[CH:20][C:15]2[N:14]([S:4]([C:7]3[CH:13]=[CH:12][C:10]([CH3:11])=[CH:9][CH:8]=3)(=[O:5])=[O:6])[CH2:40][CH2:39][CH2:45][N:24]([S:25]([C:28]3[CH:29]=[CH:30][C:31]([CH3:32])=[CH:33][CH:34]=3)(=[O:27])=[O:26])[C:16]=2[CH:17]=1)([O-:23])=[O:22]. (2) Given the reactants [F:1][C:2]1[CH:10]=[CH:9][CH:8]=[C:7]2[C:3]=1[C:4]([C:11]([NH:13][C@H:14]1[CH2:19][CH2:18][CH2:17][CH2:16][C@@H:15]1[OH:20])=[O:12])=[CH:5][NH:6]2.[Br:21][C:22]1[CH:27]=[CH:26][C:25]([CH2:28]Br)=[CH:24][CH:23]=1, predict the reaction product. The product is: [Br:21][C:22]1[CH:27]=[CH:26][C:25]([CH2:28][N:6]2[C:7]3[C:3](=[C:2]([F:1])[CH:10]=[CH:9][CH:8]=3)[C:4]([C:11]([NH:13][C@H:14]3[CH2:19][CH2:18][CH2:17][CH2:16][C@@H:15]3[OH:20])=[O:12])=[CH:5]2)=[CH:24][CH:23]=1. (3) Given the reactants [Cl:1][C:2]1[C:7]([C:8]2[N:12](S(C3C=CC=CC=3)(=O)=O)[CH:11]=[C:10]([CH2:22][N:23]([CH3:31])[C:24](=[O:30])[O:25][C:26]([CH3:29])([CH3:28])[CH3:27])[C:9]=2[F:32])=[CH:6][CH:5]=[CH:4][N:3]=1.O1CCCC1.CC(O)C.[OH-].[Na+], predict the reaction product. The product is: [Cl:1][C:2]1[C:7]([C:8]2[NH:12][CH:11]=[C:10]([CH2:22][N:23]([CH3:31])[C:24](=[O:30])[O:25][C:26]([CH3:28])([CH3:29])[CH3:27])[C:9]=2[F:32])=[CH:6][CH:5]=[CH:4][N:3]=1. (4) Given the reactants [N:1]1[CH:6]=[CH:5][C:4]([CH:7]=O)=[CH:3][CH:2]=1.[CH2:9]([NH2:11])[CH3:10].[BH4-].[Na+].O, predict the reaction product. The product is: [N:1]1[CH:6]=[CH:5][C:4]([CH2:7][NH:11][CH2:9][CH3:10])=[CH:3][CH:2]=1. (5) Given the reactants [C:1]([C:3]1[CH:8]=[CH:7][C:6]([NH:9][C@@H:10]2[CH2:15][CH2:14][CH2:13][CH2:12][C@@H:11]2[NH:16][C:17](=[O:23])[O:18][C:19]([CH3:22])([CH3:21])[CH3:20])=[CH:5][C:4]=1[NH:24][C:25]1[O:29][N:28]=[C:27]([C:30]2[CH:35]=[CH:34][CH:33]=[CH:32][CH:31]=2)[CH:26]=1)#[N:2].C([O-])([O-])=[O:37].[K+].[K+].OO, predict the reaction product. The product is: [C:1]([C:3]1[CH:8]=[CH:7][C:6]([NH:9][C@@H:10]2[CH2:15][CH2:14][CH2:13][CH2:12][C@@H:11]2[NH:16][C:17](=[O:23])[O:18][C:19]([CH3:22])([CH3:21])[CH3:20])=[CH:5][C:4]=1[NH:24][C:25]1[O:29][N:28]=[C:27]([C:30]2[CH:31]=[CH:32][CH:33]=[CH:34][CH:35]=2)[CH:26]=1)(=[O:37])[NH2:2]. (6) Given the reactants [N:1]1[CH:6]=[CH:5][CH:4]=[CH:3][C:2]=1[C:7]1[N:12]=[CH:11][C:10]([C:13](Cl)=[O:14])=[CH:9][N:8]=1.[NH2:16][N:17]1[C:25]2[C:20](=[C:21]([F:26])[CH:22]=[CH:23][CH:24]=2)[CH:19]=[CH:18]1.C([O-])([O-])=O.[K+].[K+].O, predict the reaction product. The product is: [F:26][C:21]1[CH:22]=[CH:23][CH:24]=[C:25]2[C:20]=1[CH:19]=[CH:18][N:17]2[NH:16][C:13]([C:10]1[CH:9]=[N:8][C:7]([C:2]2[CH:3]=[CH:4][CH:5]=[CH:6][N:1]=2)=[N:12][CH:11]=1)=[O:14]. (7) Given the reactants [O:1]1[CH:5]=[CH:4][CH:3]=[C:2]1[C:6]1O[C:10](=O)[C:9]([C:13]#[N:14])=[C:8]([N:15]2[CH2:20][CH2:19][CH2:18][CH2:17][CH2:16]2)[CH:7]=1.[H-].[Na+].[CH2:23]1[CH2:27]O[CH2:25][CH2:24]1, predict the reaction product. The product is: [O:1]1[CH:5]=[CH:4][CH:3]=[C:2]1[C:6]1[C:4]2[C:3]3[C:24](=[CH:23][CH:27]=[CH:6][CH:2]=3)[CH2:25][C:10]=2[C:9]([C:13]#[N:14])=[C:8]([N:15]2[CH2:20][CH2:19][CH2:18][CH2:17][CH2:16]2)[CH:7]=1.